This data is from Peptide-MHC class I binding affinity with 185,985 pairs from IEDB/IMGT. The task is: Regression. Given a peptide amino acid sequence and an MHC pseudo amino acid sequence, predict their binding affinity value. This is MHC class I binding data. (1) The peptide sequence is SDDQLRLLK. The MHC is HLA-B48:01 with pseudo-sequence HLA-B48:01. The binding affinity (normalized) is 0.0847. (2) The peptide sequence is YSITEGTTI. The MHC is H-2-Db with pseudo-sequence H-2-Db. The binding affinity (normalized) is 0.369. (3) The peptide sequence is REWFMDLNL. The MHC is HLA-B15:42 with pseudo-sequence HLA-B15:42. The binding affinity (normalized) is 0.213.